From a dataset of Full USPTO retrosynthesis dataset with 1.9M reactions from patents (1976-2016). Predict the reactants needed to synthesize the given product. (1) Given the product [CH:13]1([NH:12][C:10]2[C:9]3[C:4](=[CH:5][CH:6]=[C:7]([C:16]4[CH:21]=[CH:20][C:19]([F:22])=[CH:18][CH:17]=4)[CH:8]=3)[N:3]=[C:2]([C:33]3[CH:32]=[CH:31][NH:30][N:29]=3)[N:11]=2)[CH2:15][CH2:14]1, predict the reactants needed to synthesize it. The reactants are: Cl[C:2]1[N:11]=[C:10]([NH:12][CH:13]2[CH2:15][CH2:14]2)[C:9]2[C:4](=[CH:5][CH:6]=[C:7]([C:16]3[CH:21]=[CH:20][C:19]([F:22])=[CH:18][CH:17]=3)[CH:8]=2)[N:3]=1.C(=O)([O-])[O-].[K+].[K+].[NH:29]1[CH:33]=[CH:32][C:31](B(O)O)=[N:30]1. (2) Given the product [Br:1][C:2]1[C:9]([F:10])=[CH:8][C:5]([C:6]#[N:12])=[C:4]([F:11])[CH:3]=1, predict the reactants needed to synthesize it. The reactants are: [Br:1][C:2]1[C:9]([F:10])=[CH:8][C:5]([CH:6]=O)=[C:4]([F:11])[CH:3]=1.[NH2:12]OS(O)(=O)=O. (3) Given the product [CH3:37][S:38]([O:26][CH2:25][C:22]12[CH2:21][C:20]([CH2:19][N:17]3[CH:18]=[C:11]4[C:12]([N:13]=[CH:14][N:15]=[C:10]4[NH:9][CH2:8][C:7]4[C:2]([Cl:1])=[CH:3][CH:4]=[C:5]([O:28][CH3:29])[C:6]=4[F:27])=[N:16]3)([CH2:24]1)[CH2:23]2)(=[O:40])=[O:39], predict the reactants needed to synthesize it. The reactants are: [Cl:1][C:2]1[C:7]([CH2:8][NH:9][C:10]2[C:11]3[C:12](=[N:16][N:17]([CH2:19][C:20]45[CH2:24][C:22]([CH2:25][OH:26])([CH2:23]4)[CH2:21]5)[CH:18]=3)[N:13]=[CH:14][N:15]=2)=[C:6]([F:27])[C:5]([O:28][CH3:29])=[CH:4][CH:3]=1.C(N(CC)CC)C.[CH3:37][S:38](Cl)(=[O:40])=[O:39].C(Cl)Cl. (4) The reactants are: [CH3:1][C:2]1[C:3](=[O:13])[C:4]2[C:9]([C:10](=O)[CH:11]=1)=[CH:8][CH:7]=[CH:6][CH:5]=2.[CH2:14]=[O:15].[ClH:16]. Given the product [CH3:1][C:2]1[C:3](=[O:13])[C:4]2[C:9]([C:14](=[O:15])[C:11]=1[CH2:10][Cl:16])=[CH:8][CH:7]=[CH:6][CH:5]=2, predict the reactants needed to synthesize it. (5) The reactants are: [CH2:1]([S:8][C:9]1[CH:16]=[CH:15][C:12]([CH:13]=O)=[CH:11][CH:10]=1)[C:2]1[CH:7]=[CH:6][CH:5]=[CH:4][CH:3]=1.[N+:17]([CH3:20])([O-:19])=[O:18].C([O-])(=O)C.[NH4+]. Given the product [CH2:1]([S:8][C:9]1[CH:16]=[CH:15][C:12](/[CH:13]=[CH:20]/[N+:17]([O-:19])=[O:18])=[CH:11][CH:10]=1)[C:2]1[CH:7]=[CH:6][CH:5]=[CH:4][CH:3]=1, predict the reactants needed to synthesize it. (6) Given the product [F:1][C:2]1[C:7]([OH:8])=[CH:6][CH:5]=[CH:4][C:3]=1[C:10]1[C:22]2[C:21]3[C:16](=[CH:17][C:18]([C:23]([N:25]4[CH2:26][CH2:27][N:28]([CH3:31])[CH2:29][CH2:30]4)=[O:24])=[CH:19][CH:20]=3)[NH:15][C:14]=2[C:13]([C:32]([NH2:34])=[O:33])=[CH:12][CH:11]=1, predict the reactants needed to synthesize it. The reactants are: [F:1][C:2]1[C:7]([O:8]C)=[CH:6][CH:5]=[CH:4][C:3]=1[C:10]1[C:22]2[C:21]3[C:16](=[CH:17][C:18]([C:23]([N:25]4[CH2:30][CH2:29][N:28]([CH3:31])[CH2:27][CH2:26]4)=[O:24])=[CH:19][CH:20]=3)[NH:15][C:14]=2[C:13]([C:32]([NH2:34])=[O:33])=[CH:12][CH:11]=1.B(Br)(Br)Br.CO. (7) Given the product [NH3:1].[NH2:12][C:5]1[C:6]([C:7]([O:9][CH2:10][CH3:11])=[O:8])=[C:2]2[N:1]=[CH:15][CH:16]=[CH:17][N:3]2[N:4]=1, predict the reactants needed to synthesize it. The reactants are: [NH2:1][C:2]1[C:6]([C:7]([O:9][CH2:10][CH3:11])=[O:8])=[C:5]([NH2:12])[NH:4][N:3]=1.CO[CH:15](OC)[CH2:16][CH:17](OC)OC.C(N(CC)CC)C.